From a dataset of TCR-epitope binding with 47,182 pairs between 192 epitopes and 23,139 TCRs. Binary Classification. Given a T-cell receptor sequence (or CDR3 region) and an epitope sequence, predict whether binding occurs between them. (1) The epitope is LVLSVNPYV. The TCR CDR3 sequence is CASSQPGQGAQETQYF. Result: 1 (the TCR binds to the epitope). (2) The epitope is TPQDLNTML. The TCR CDR3 sequence is CASSLGPGEAFF. Result: 1 (the TCR binds to the epitope). (3) The epitope is AVFDRKSDAK. The TCR CDR3 sequence is CASSEFDSQETQYF. Result: 1 (the TCR binds to the epitope). (4) The epitope is GTITVEELK. The TCR CDR3 sequence is CASSRSRATNEKLFF. Result: 1 (the TCR binds to the epitope). (5) The epitope is TLIGDCATV. The TCR CDR3 sequence is CAIASAGYNEQFF. Result: 1 (the TCR binds to the epitope). (6) The TCR CDR3 sequence is CASSGGLGNIQYF. The epitope is GTSGSPIINR. Result: 1 (the TCR binds to the epitope). (7) The epitope is YIFFASFYY. The TCR CDR3 sequence is CASSYGQLSNQPQHF. Result: 0 (the TCR does not bind to the epitope). (8) The epitope is LLLGIGILV. The TCR CDR3 sequence is CASSWTGNEQFF. Result: 1 (the TCR binds to the epitope). (9) The epitope is SGPLKAEIAQRLED. The TCR CDR3 sequence is CASSYSLGIYGYTF. Result: 1 (the TCR binds to the epitope).